The task is: Regression. Given a peptide amino acid sequence and an MHC pseudo amino acid sequence, predict their binding affinity value. This is MHC class I binding data.. This data is from Peptide-MHC class I binding affinity with 185,985 pairs from IEDB/IMGT. The peptide sequence is ALINLVQYRI. The MHC is HLA-A68:02 with pseudo-sequence HLA-A68:02. The binding affinity (normalized) is 0.309.